This data is from Reaction yield outcomes from USPTO patents with 853,638 reactions. The task is: Predict the reaction yield, written as a fraction of the theoretical maximum amount of product (1.0 means a 100% yield; for example, 0.34 means a 34% yield). (1) The reactants are [O:1]1[CH:5]=[CH:4][CH:3]=[C:2]1[C:6]([NH:8][C:9]1[CH:10]=[C:11]([C:15]2[C:23]3[C:18](=[CH:19][CH:20]=[C:21]([C:24]([NH2:26])=[O:25])[CH:22]=3)[N:17](C3CCCCO3)[N:16]=2)[CH:12]=[CH:13][CH:14]=1)=[O:7]. The catalyst is C1(C)C=CC=CC=1. The product is [O:1]1[CH:5]=[CH:4][CH:3]=[C:2]1[C:6]([NH:8][C:9]1[CH:10]=[C:11]([C:15]2[C:23]3[C:18](=[CH:19][CH:20]=[C:21]([C:24]([NH2:26])=[O:25])[CH:22]=3)[NH:17][N:16]=2)[CH:12]=[CH:13][CH:14]=1)=[O:7]. The yield is 0.540. (2) The reactants are C1(COC(=O)[NH:10][C@H:11]([C:14]([N:16]2[CH2:20][CH2:19][CH2:18][CH2:17]2)=[O:15])[CH2:12][CH3:13])C=CC=CC=1.CO. The catalyst is [OH-].[OH-].[Pd+2]. The product is [N:16]1([C:14]([C@@H:11]([NH2:10])[CH2:12][CH3:13])=[O:15])[CH2:20][CH2:19][CH2:18][CH2:17]1. The yield is 0.970. (3) The reactants are C([O:8][C:9]1[CH:30]=[C:29]([O:31]CC2C=CC=CC=2)[C:28]([CH:39]([CH3:41])[CH3:40])=[CH:27][C:10]=1[C:11]([NH:13][C:14]1[CH:19]=CC(OC)=[C:16]([N:22]([CH3:26])[CH2:23][CH2:24][CH3:25])[CH:15]=1)=O)C1C=CC=CC=1.COC1C=CC(P2(SP(C3C=CC([O:62][CH3:63])=CC=3)(=S)S2)=S)=CC=1.[NH2:64][NH2:65].C1N=CN(C(N2C=NC=C2)=O)C=1.O1[CH2:83][CH2:82][O:81][CH2:80]C1. The catalyst is C1(C)C=CC=CC=1.C(OCC)(=O)C.O. The product is [OH:62][C:63]1[N:13]([C:14]2[CH:19]=[CH:83][C:82]([O:81][CH3:80])=[C:16]([N:22]([CH3:26])[CH2:23][CH2:24][CH3:25])[CH:15]=2)[C:11]([C:10]2[CH:27]=[C:28]([CH:39]([CH3:40])[CH3:41])[C:29]([OH:31])=[CH:30][C:9]=2[OH:8])=[N:64][N:65]=1. The yield is 0.330.